This data is from Reaction yield outcomes from USPTO patents with 853,638 reactions. The task is: Predict the reaction yield, written as a fraction of the theoretical maximum amount of product (1.0 means a 100% yield; for example, 0.34 means a 34% yield). The reactants are [CH3:1][O:2][C:3]1[CH:10]=[CH:9][C:6]([CH2:7][NH2:8])=[CH:5][CH:4]=1.[CH:11]([C:13]1[CH:14]=[C:15]([CH:20]=[CH:21][CH:22]=1)[C:16]([O:18][CH3:19])=[O:17])=O.C([BH3-])#N.[Na+]. The catalyst is CO. The product is [CH3:1][O:2][C:3]1[CH:10]=[CH:9][C:6]([CH2:7][NH:8][CH2:11][C:13]2[CH:14]=[C:15]([CH:20]=[CH:21][CH:22]=2)[C:16]([O:18][CH3:19])=[O:17])=[CH:5][CH:4]=1. The yield is 0.670.